This data is from Forward reaction prediction with 1.9M reactions from USPTO patents (1976-2016). The task is: Predict the product of the given reaction. (1) The product is: [F:37][C:18]([F:17])([F:36])[C:19]1[CH:20]=[C:21]([C:29]2[CH:33]=[C:32]([CH2:34][N:11]3[CH2:12][CH2:13][NH:8][CH2:9][C:10]3=[O:14])[O:31][N:30]=2)[CH:22]=[C:23]([C:25]([F:28])([F:26])[F:27])[CH:24]=1. Given the reactants C([N:8]1[CH2:13][CH2:12][NH:11][C:10](=[O:14])[CH2:9]1)(OC(C)(C)C)=O.[H-].[Na+].[F:17][C:18]([F:37])([F:36])[C:19]1[CH:20]=[C:21]([C:29]2[CH:33]=[C:32]([CH2:34]Cl)[O:31][N:30]=2)[CH:22]=[C:23]([C:25]([F:28])([F:27])[F:26])[CH:24]=1.O, predict the reaction product. (2) The product is: [Cl:23][CH:2]([Cl:1])[C:3]1[O:4][C@H:5]([C:13]2[CH:14]=[CH:15][C:16]([S:19]([CH3:22])(=[O:21])=[O:20])=[CH:17][CH:18]=2)[C@@H:6]([CH2:8][OH:9])[N:7]=1. Given the reactants [Cl:1][CH:2]([Cl:23])[C:3]1[O:4][C@H:5]([C:13]2[CH:18]=[CH:17][C:16]([S:19]([CH3:22])(=[O:21])=[O:20])=[CH:15][CH:14]=2)[C@@H:6]([C:8](OCC)=[O:9])[N:7]=1.[BH4-].[K+].Cl.O, predict the reaction product.